This data is from Reaction yield outcomes from USPTO patents with 853,638 reactions. The task is: Predict the reaction yield, written as a fraction of the theoretical maximum amount of product (1.0 means a 100% yield; for example, 0.34 means a 34% yield). (1) The reactants are I[C:2]1[CH:3]=[CH:4][C:5]2[N:6]([CH:8]=[C:9]([NH:11][C:12]([CH:14]3[CH2:16][CH2:15]3)=[O:13])[N:10]=2)[N:7]=1.[NH2:17][C:18]1[CH:19]=[C:20]([OH:25])[CH:21]=[CH:22][C:23]=1[CH3:24].C(=O)([O-])[O-].[K+].[K+]. The yield is 0.580. The product is [NH2:17][C:18]1[CH:19]=[C:20]([CH:21]=[CH:22][C:23]=1[CH3:24])[O:25][C:2]1[CH:3]=[CH:4][C:5]2[N:6]([CH:8]=[C:9]([NH:11][C:12]([CH:14]3[CH2:16][CH2:15]3)=[O:13])[N:10]=2)[N:7]=1. The catalyst is CN(C)C=O. (2) The reactants are [C:1]([CH2:3][CH2:4][N:5]([CH2:12][CH2:13]O)[C:6]1[CH:11]=[CH:10][CH:9]=[CH:8][CH:7]=1)#[N:2].C(N(CC)CC)C.S(Cl)(C)(=O)=O.[I-:27].[Na+]. The catalyst is C(#N)C.[Cl-].[Na+].O.CC(C)=O. The product is [C:1]([CH2:3][CH2:4][N:5]([CH2:12][CH2:13][I:27])[C:6]1[CH:11]=[CH:10][CH:9]=[CH:8][CH:7]=1)#[N:2]. The yield is 0.882. (3) The reactants are C(N(CC)CC)C.[OH:8][C:9]1[CH:10]=[C:11]([CH:14]=[CH:15][CH:16]=1)[CH:12]=[O:13].[CH3:17][O:18][C:19]1[CH:24]=[CH:23][C:22](B(O)O)=[CH:21][CH:20]=1. The catalyst is C(Cl)Cl.C(OCC)(=O)C.C([O-])(=O)C.[Cu+2].C([O-])(=O)C. The product is [CH3:17][O:18][C:19]1[CH:24]=[CH:23][C:22]([O:8][C:9]2[CH:10]=[C:11]([CH:14]=[CH:15][CH:16]=2)[CH:12]=[O:13])=[CH:21][CH:20]=1. The yield is 0.190. (4) The product is [F:25][CH:26]1[CH2:31][CH2:30][N:29]([CH:20]2[CH2:21][CH2:22][N:17]([C:13]3[CH:14]=[CH:15][CH:16]=[C:11]([C:3]4[N:2]([CH3:1])[C:6]5[CH:7]=[CH:8][CH:9]=[CH:10][C:5]=5[N:4]=4)[CH:12]=3)[CH2:18][CH2:19]2)[CH2:28][CH2:27]1. The reactants are [CH3:1][N:2]1[C:6]2[CH:7]=[CH:8][CH:9]=[CH:10][C:5]=2[N:4]=[C:3]1[C:11]1[CH:12]=[C:13]([N:17]2[CH2:22][CH2:21][C:20](=O)[CH2:19][CH2:18]2)[CH:14]=[CH:15][CH:16]=1.Cl.[F:25][CH:26]1[CH2:31][CH2:30][NH:29][CH2:28][CH2:27]1. The catalyst is ClC(Cl)C.C(Cl)Cl. The yield is 0.480. (5) The reactants are [CH3:1][C:2]1([CH3:34])[CH2:9][C:8](=O)[CH2:7][CH2:6][CH2:5][C:4]([CH3:12])([CH3:11])[P:3]1[C:13]1[CH:18]=[CH:17][CH:16]=[CH:15][C:14]=1[C:19]1[C:24]([CH:25]([CH3:27])[CH3:26])=[CH:23][C:22]([CH:28]([CH3:30])[CH3:29])=[CH:21][C:20]=1[CH:31]([CH3:33])[CH3:32].C(O)COCCO.O.NN.[OH-].[K+]. No catalyst specified. The product is [CH3:34][C:2]1([CH3:1])[CH2:9][CH2:8][CH2:7][CH2:6][CH2:5][C:4]([CH3:11])([CH3:12])[P:3]1[C:13]1[CH:18]=[CH:17][CH:16]=[CH:15][C:14]=1[C:19]1[C:20]([CH:31]([CH3:32])[CH3:33])=[CH:21][C:22]([CH:28]([CH3:30])[CH3:29])=[CH:23][C:24]=1[CH:25]([CH3:27])[CH3:26]. The yield is 0.410. (6) The reactants are [F:1][C:2]1[CH:7]=[CH:6][C:5]([CH2:8][C:9]2[CH:18]=[C:17]3[C:12]([C:13]([OH:26])=[C:14]([C:21](OCC)=[O:22])[C:15](=[O:20])[N:16]3[CH3:19])=[N:11][CH:10]=2)=[CH:4][CH:3]=1.[NH2:27][CH2:28][C@@H:29]([OH:32])[CH2:30][OH:31]. No catalyst specified. The product is [OH:32][C@@H:29]([CH2:30][OH:31])[CH2:28][NH:27][C:21]([C:14]1[C:15](=[O:20])[N:16]([CH3:19])[C:17]2[C:12]([C:13]=1[OH:26])=[N:11][CH:10]=[C:9]([CH2:8][C:5]1[CH:4]=[CH:3][C:2]([F:1])=[CH:7][CH:6]=1)[CH:18]=2)=[O:22]. The yield is 0.680. (7) The reactants are [O:1]=[C:2]1[NH:7][C:6]2[CH:8]=[C:9]([C:12]([OH:14])=O)[CH:10]=[CH:11][C:5]=2[S:4][CH2:3]1.[CH3:15][O:16][C:17]([C@H:19]1[CH2:24][CH2:23][C@H:22]([NH2:25])[CH2:21][CH2:20]1)=[O:18].ON1C2C=CC=CC=2N=N1.Cl.CN(C)CCCN=C=NCC.C(N(CC)C(C)C)(C)C. The catalyst is CN(C)C=O. The product is [CH3:15][O:16][C:17]([C@H:19]1[CH2:24][CH2:23][C@H:22]([NH:25][C:12]([C:9]2[CH:10]=[CH:11][C:5]3[S:4][CH2:3][C:2](=[O:1])[NH:7][C:6]=3[CH:8]=2)=[O:14])[CH2:21][CH2:20]1)=[O:18]. The yield is 0.660.